Dataset: Forward reaction prediction with 1.9M reactions from USPTO patents (1976-2016). Task: Predict the product of the given reaction. (1) Given the reactants [NH3:1].[CH3:2][O:3][C:4]([C:6]1[CH:7]=[C:8]([CH3:28])[C:9]2[O:15][C:14]3[C:16]([Cl:24])=[CH:17][C:18]([NH:20][CH2:21][CH2:22]Cl)=[CH:19][C:13]=3[CH2:12][S:11](=[O:26])(=[O:25])[C:10]=2[CH:27]=1)=[O:5], predict the reaction product. The product is: [CH3:2][O:3][C:4]([C:6]1[CH:7]=[C:8]([CH3:28])[C:9]2[O:15][C:14]3[C:16]([Cl:24])=[CH:17][C:18]([NH:20][CH2:21][CH2:22][NH2:1])=[CH:19][C:13]=3[CH2:12][S:11](=[O:25])(=[O:26])[C:10]=2[CH:27]=1)=[O:5]. (2) Given the reactants [O:1]=[C:2]1[NH:6][C:5]([C:13]2[CH:18]=[CH:17][CH:16]=[CH:15][CH:14]=2)([C:7]2[CH:12]=[CH:11][CH:10]=[CH:9][CH:8]=2)[C:4](=[O:19])[N:3]1[CH2:20]OC(=N)C(Cl)(Cl)Cl.[P:28]([O-:46])([O:38][CH2:39][C:40]1[CH:45]=[CH:44][CH:43]=[CH:42][CH:41]=1)([O:30][CH2:31][C:32]1[CH:37]=[CH:36][CH:35]=[CH:34][CH:33]=1)=[O:29], predict the reaction product. The product is: [O:1]=[C:2]1[NH:6][C:5]([C:13]2[CH:14]=[CH:15][CH:16]=[CH:17][CH:18]=2)([C:7]2[CH:12]=[CH:11][CH:10]=[CH:9][CH:8]=2)[C:4](=[O:19])[N:3]1[CH2:20][O:29][P:28](=[O:46])([O:30][CH2:31][C:32]1[CH:37]=[CH:36][CH:35]=[CH:34][CH:33]=1)[O:38][CH2:39][C:40]1[CH:45]=[CH:44][CH:43]=[CH:42][CH:41]=1. (3) Given the reactants Cl.[CH3:2][O:3][C:4]([C@@H:6]1[CH2:10][C@@H:9]([OH:11])[CH2:8][NH:7]1)=[O:5].C(N(CC)CC)C.[C:19](O[C:19]([O:21][C:22]([CH3:25])([CH3:24])[CH3:23])=[O:20])([O:21][C:22]([CH3:25])([CH3:24])[CH3:23])=[O:20], predict the reaction product. The product is: [CH3:2][O:3][C:4]([C@@H:6]1[CH2:10][C@@H:9]([OH:11])[CH2:8][N:7]1[C:19]([O:21][C:22]([CH3:25])([CH3:24])[CH3:23])=[O:20])=[O:5]. (4) The product is: [F:19][C:20]1[CH:41]=[CH:40][C:23]([O:24][C:25]2[CH:30]=[CH:29][C:28]([C:2]3[N:7]=[C:6]([C:8]([O:10][CH3:11])=[O:9])[CH:5]=[C:4]([NH:12][C@@H:13]([CH3:18])[C:14]([O:16][CH3:17])=[O:15])[N:3]=3)=[CH:27][CH:26]=2)=[CH:22][CH:21]=1. Given the reactants Cl[C:2]1[N:7]=[C:6]([C:8]([O:10][CH3:11])=[O:9])[CH:5]=[C:4]([NH:12][C@@H:13]([CH3:18])[C:14]([O:16][CH3:17])=[O:15])[N:3]=1.[F:19][C:20]1[CH:41]=[CH:40][C:23]([O:24][C:25]2[CH:30]=[CH:29][C:28](B3OC(C)(C)C(C)(C)O3)=[CH:27][CH:26]=2)=[CH:22][CH:21]=1.C([O-])([O-])=O.[Na+].[Na+], predict the reaction product. (5) Given the reactants [NH2:1][C:2]12[CH2:9][CH:8]3[CH2:10][C:4]([C:11]([NH2:13])=[O:12])([CH2:5][CH:6]1[CH2:7]3)[CH2:3]2.[Br:14][C:15]1[CH:33]=[CH:32][C:18]([CH2:19][CH:20]2[C:25]([CH3:27])([CH3:26])[O:24][C:23](OC)=[N:22][S:21]2(=[O:31])=[O:30])=[C:17]([F:34])[CH:16]=1, predict the reaction product. The product is: [Br:14][C:15]1[CH:33]=[CH:32][C:18]([CH2:19][C@@H:20]2[C:25]([CH3:27])([CH3:26])[O:24][C:23]([NH:1][C:2]34[CH2:9][CH:8]5[CH2:10][C:4]([C:11]([NH2:13])=[O:12])([CH2:5][CH:6]3[CH2:7]5)[CH2:3]4)=[N:22][S:21]2(=[O:31])=[O:30])=[C:17]([F:34])[CH:16]=1.